Predict the product of the given reaction. From a dataset of Forward reaction prediction with 1.9M reactions from USPTO patents (1976-2016). (1) Given the reactants [CH3:1][O:2][C:3]([C:5]1([C:8]2[CH:13]=[CH:12][C:11](B3OC(C)(C)C(C)(C)O3)=[CH:10][CH:9]=2)[CH2:7][CH2:6]1)=[O:4].[C:23]1([C@H:29]([O:31][C:32](=[O:47])[NH:33][C:34]2[N:35]=[N:36][N:37]([C:40]3[CH:45]=[CH:44][C:43](Br)=[CH:42][CH:41]=3)[C:38]=2[CH3:39])[CH3:30])[CH:28]=[CH:27][CH:26]=[CH:25][CH:24]=1.P([O-])([O-])([O-])=O.[K+].[K+].[K+].COC1C=CC=C(OC)C=1C1C=CC=CC=1P(C1CCCCC1)C1CCCCC1, predict the reaction product. The product is: [CH3:1][O:2][C:3]([C:5]1([C:8]2[CH:9]=[CH:10][C:11]([C:43]3[CH:42]=[CH:41][C:40]([N:37]4[C:38]([CH3:39])=[C:34]([NH:33][C:32]([O:31][C@@H:29]([C:23]5[CH:28]=[CH:27][CH:26]=[CH:25][CH:24]=5)[CH3:30])=[O:47])[N:35]=[N:36]4)=[CH:45][CH:44]=3)=[CH:12][CH:13]=2)[CH2:6][CH2:7]1)=[O:4]. (2) Given the reactants F[C:2]1[CH:7]=[C:6]([F:8])[CH:5]=[CH:4][C:3]=1[C:9]1[N:14]=[CH:13][N:12]=[C:11]([NH:15][C:16]2[CH:17]=[C:18]([CH:29]=[CH:30][CH:31]=2)[CH2:19][S:20](=[N:23]C(=O)OCC)([CH3:22])=[O:21])[N:10]=1.[S:32]1[C:36]([CH2:37][OH:38])=[CH:35][N:34]=[CH:33]1, predict the reaction product. The product is: [F:8][C:6]1[CH:5]=[CH:4][C:3]([C:9]2[N:14]=[CH:13][N:12]=[C:11]([NH:15][C:16]3[CH:31]=[CH:30][CH:29]=[C:18]([CH2:19][S:20]([CH3:22])(=[NH:23])=[O:21])[CH:17]=3)[N:10]=2)=[C:2]([O:38][CH2:37][C:36]2[S:32][CH:33]=[N:34][CH:35]=2)[CH:7]=1. (3) Given the reactants Cl.[Cl:2][C:3]1[C:11]([CH3:12])=[N:10][C:9]2[N:5]([N:6]=[C:7]3[C:15]([CH3:17])([CH3:16])[N:14]([C:18]([C:20]4[CH:25]=[CH:24][CH:23]=[CH:22][C:21]=4[O:26][CH:27]4[CH2:32][CH2:31][NH:30][CH2:29][CH2:28]4)=[O:19])[CH2:13][C:8]3=2)[C:4]=1[CH3:33].[CH3:34][C:35]([CH3:37])=O.C(O[BH-](OC(=O)C)OC(=O)C)(=O)C.[Na+].CC(O)=O.[OH-].[Na+], predict the reaction product. The product is: [Cl:2][C:3]1[C:11]([CH3:12])=[N:10][C:9]2[N:5]([N:6]=[C:7]3[C:15]([CH3:16])([CH3:17])[N:14]([C:18]([C:20]4[CH:25]=[CH:24][CH:23]=[CH:22][C:21]=4[O:26][CH:27]4[CH2:28][CH2:29][N:30]([CH:35]([CH3:37])[CH3:34])[CH2:31][CH2:32]4)=[O:19])[CH2:13][C:8]3=2)[C:4]=1[CH3:33]. (4) Given the reactants C([BH3-])#N.[Na+].CO[C:7]1[C:13]2[CH:14]=[CH:15][CH:16]=[CH:17][C:12]=2[CH2:11][CH2:10][CH:9]([C:18]([O:20][C:21]([CH3:24])([CH3:23])[CH3:22])=[O:19])[N:8]=1.[OH-].[Na+], predict the reaction product. The product is: [CH2:7]1[C:13]2[CH:14]=[CH:15][CH:16]=[CH:17][C:12]=2[CH2:11][CH2:10][CH:9]([C:18]([O:20][C:21]([CH3:24])([CH3:23])[CH3:22])=[O:19])[NH:8]1.